This data is from TCR-epitope binding with 47,182 pairs between 192 epitopes and 23,139 TCRs. The task is: Binary Classification. Given a T-cell receptor sequence (or CDR3 region) and an epitope sequence, predict whether binding occurs between them. (1) The epitope is KLWAQCVQL. The TCR CDR3 sequence is CASSPTGYSTDTQYF. Result: 1 (the TCR binds to the epitope). (2) The epitope is FLNGSCGSV. The TCR CDR3 sequence is CASSWDRIYEQYF. Result: 1 (the TCR binds to the epitope). (3) The epitope is KLNVGDYFV. The TCR CDR3 sequence is CASSLEDLGTDTQYF. Result: 1 (the TCR binds to the epitope). (4) The epitope is KLPDDFTGCV. The TCR CDR3 sequence is CASSESGGDRAGYNEQFF. Result: 1 (the TCR binds to the epitope). (5) The epitope is IVTDFSVIK. The TCR CDR3 sequence is CASSEAAGGFYNEQFF. Result: 1 (the TCR binds to the epitope). (6) The epitope is QARQMVQAMRTIGTHP. The TCR CDR3 sequence is CASSLFGERNEQYF. Result: 0 (the TCR does not bind to the epitope).